Dataset: Forward reaction prediction with 1.9M reactions from USPTO patents (1976-2016). Task: Predict the product of the given reaction. (1) Given the reactants Br[C:2]1[CH:12]=[CH:11][C:5]([C:6]([O:8][CH2:9][CH3:10])=[O:7])=[CH:4][CH:3]=1.CC1(C)OB([C:19]2[CH2:20][CH2:21][N:22]([C:25]([O:27][C:28]([CH3:31])([CH3:30])[CH3:29])=[O:26])[CH2:23][CH:24]=2)OC1(C)C.C(=O)([O-])[O-].[K+].[K+], predict the reaction product. The product is: [CH2:9]([O:8][C:6]([C:5]1[CH:11]=[CH:12][C:2]([C:19]2[CH2:24][CH2:23][N:22]([C:25]([O:27][C:28]([CH3:31])([CH3:30])[CH3:29])=[O:26])[CH2:21][CH:20]=2)=[CH:3][CH:4]=1)=[O:7])[CH3:10]. (2) Given the reactants [NH2:1][C:2]1[N:3]([C@@H]2O[C@H](CO)[C@@H](O)[C@H]2O)[C:4]2[C:9]([N:10]=1)=[C:8]([NH:11][CH2:12][C:13]1[O:17][CH:16]=[CH:15][CH:14]=1)[N:7]=[CH:6][N:5]=2.C.N, predict the reaction product. The product is: [NH2:1][C:2]1[NH:10][C:9]2[C:4](=[N:5][CH:6]=[N:7][C:8]=2[NH:11][CH2:12][C:13]2[O:17][CH:16]=[CH:15][CH:14]=2)[N:3]=1.